From a dataset of Full USPTO retrosynthesis dataset with 1.9M reactions from patents (1976-2016). Predict the reactants needed to synthesize the given product. (1) Given the product [Cl:19][C:13]1[C:12]([C:10]2[C:9](=[O:20])[NH:8][C:7](=[O:21])[N:6]([CH2:5][CH2:4][CH:3]=[O:2])[CH:11]=2)=[CH:17][C:16]([F:18])=[CH:15][N:14]=1, predict the reactants needed to synthesize it. The reactants are: C[O:2][CH:3](OC)[CH2:4][CH2:5][N:6]1[CH:11]=[C:10]([C:12]2[C:13]([Cl:19])=[N:14][CH:15]=[C:16]([F:18])[CH:17]=2)[C:9](=[O:20])[NH:8][C:7]1=[O:21]. (2) Given the product [F:1][C:2]1[CH:26]=[CH:25][CH:24]=[C:23]([F:27])[C:3]=1[O:4][C:5]1[CH:6]=[N:7][N:8]([CH:12]([CH2:16][CH:17]2[CH2:18][CH2:19][O:20][CH2:21][CH2:22]2)[C:13]([NH:40][C:37]2[CH:38]=[CH:39][N:35]([CH2:34][C@@H:32]3[CH2:31][O:30][C:29]([CH3:41])([CH3:28])[O:33]3)[N:36]=2)=[O:14])[C:9](=[O:11])[CH:10]=1, predict the reactants needed to synthesize it. The reactants are: [F:1][C:2]1[CH:26]=[CH:25][CH:24]=[C:23]([F:27])[C:3]=1[O:4][C:5]1[CH:6]=[N:7][N:8]([CH:12]([CH2:16][CH:17]2[CH2:22][CH2:21][O:20][CH2:19][CH2:18]2)[C:13](O)=[O:14])[C:9](=[O:11])[CH:10]=1.[CH3:28][C:29]1([CH3:41])[O:33][C@H:32]([CH2:34][N:35]2[CH:39]=[CH:38][C:37]([NH2:40])=[N:36]2)[CH2:31][O:30]1. (3) Given the product [F:12][C:13]1[CH:20]=[CH:19][C:16]([CH2:17][NH:18][C:2]2[N:6]([CH3:7])[C:5]3[CH:8]=[CH:9][CH:10]=[CH:11][C:4]=3[N:3]=2)=[CH:15][C:14]=1[C:21]([F:22])([F:23])[F:24], predict the reactants needed to synthesize it. The reactants are: Cl[C:2]1[N:6]([CH3:7])[C:5]2[CH:8]=[CH:9][CH:10]=[CH:11][C:4]=2[N:3]=1.[F:12][C:13]1[CH:20]=[CH:19][C:16]([CH2:17][NH2:18])=[CH:15][C:14]=1[C:21]([F:24])([F:23])[F:22]. (4) Given the product [CH3:1][NH:8][C@H:9]([C:11]([C@:13]([CH3:23])([OH:22])[C:14]([N:16]1[CH2:17][CH2:18][CH2:19][CH2:20][CH2:21]1)=[O:15])=[O:12])[CH3:10], predict the reactants needed to synthesize it. The reactants are: [CH2:1]([N:8](C)[C@H:9]([C:11]([C@:13]([CH3:23])([OH:22])[C:14]([N:16]1[CH2:21][CH2:20][CH2:19][CH2:18][CH2:17]1)=[O:15])=[O:12])[CH3:10])C1C=CC=CC=1.[H][H]. (5) Given the product [CH3:17][C:18]1([CH3:25])[O:22][CH:21]([CH2:23][O:24][C:2]2[S:6][N:5]=[C:4]([S:7][CH2:8][O:9][CH2:10][C:11]3[CH:16]=[CH:15][CH:14]=[CH:13][CH:12]=3)[N:3]=2)[CH2:20][O:19]1, predict the reactants needed to synthesize it. The reactants are: Cl[C:2]1[S:6][N:5]=[C:4]([S:7][CH2:8][O:9][CH2:10][C:11]2[CH:16]=[CH:15][CH:14]=[CH:13][CH:12]=2)[N:3]=1.[CH3:17][C:18]1([CH3:25])[O:22][CH:21]([CH2:23][OH:24])[CH2:20][O:19]1.[H-].[Na+].[Cl-].[Na+].